Predict which catalyst facilitates the given reaction. From a dataset of Catalyst prediction with 721,799 reactions and 888 catalyst types from USPTO. (1) Reactant: [CH2:1]([O:3][C:4](=[O:30])[NH:5][C:6]1[CH:15]=[CH:14][C:13]2[CH:12]([NH:16][C:17]3[CH:22]=[CH:21][C:20]([C:23]([F:26])([F:25])[F:24])=[CH:19][CH:18]=3)[CH2:11][CH2:10][CH2:9][C:8]=2[C:7]=1[N+:27]([O-])=O)[CH3:2].C(OC(=O)NC1C([N+]([O-])=O)=CC2C(NC3C=CC(C(F)(F)F)=CC=3)CCCC=2C=1)C. Product: [CH2:1]([O:3][C:4](=[O:30])[NH:5][C:6]1[CH:15]=[CH:14][C:13]2[CH:12]([NH:16][C:17]3[CH:22]=[CH:21][C:20]([C:23]([F:24])([F:25])[F:26])=[CH:19][CH:18]=3)[CH2:11][CH2:10][CH2:9][C:8]=2[C:7]=1[NH2:27])[CH3:2]. The catalyst class is: 94. (2) Reactant: [O:1]1[CH2:6][CH2:5][CH2:4][CH2:3][CH:2]1[N:7]1[C:11](B2OC(C)(C)C(C)(C)O2)=[CH:10][CH:9]=[N:8]1.Br[C:22]1[CH:23]=[C:24]([NH2:30])[C:25]([O:28][CH3:29])=[N:26][CH:27]=1.COCCOC. Product: [CH3:29][O:28][C:25]1[C:24]([NH2:30])=[CH:23][C:22]([C:11]2[N:7]([CH:2]3[CH2:3][CH2:4][CH2:5][CH2:6][O:1]3)[N:8]=[CH:9][CH:10]=2)=[CH:27][N:26]=1. The catalyst class is: 6.